Dataset: Reaction yield outcomes from USPTO patents with 853,638 reactions. Task: Predict the reaction yield, written as a fraction of the theoretical maximum amount of product (1.0 means a 100% yield; for example, 0.34 means a 34% yield). (1) The reactants are [NH2:1][CH2:2][CH2:3][CH2:4][N:5]1[C:9]2[CH:10]=[CH:11][CH:12]=[CH:13][C:8]=2[N:7]=[C:6]1[CH2:14][N:15]([CH3:26])[CH:16]1[C:25]2[N:24]=[CH:23][CH:22]=[CH:21][C:20]=2[CH2:19][CH2:18][CH2:17]1.Cl.[N:28]1[CH:33]=[CH:32][CH:31]=[CH:30][C:29]=1[CH2:34]Cl.C([O-])([O-])=O.[K+].[K+]. The catalyst is CN(C=O)C. The product is [CH3:26][N:15]([CH2:14][C:6]1[N:5]([CH2:4][CH2:3][CH2:2][NH:1][CH2:34][C:29]2[CH:30]=[CH:31][CH:32]=[CH:33][N:28]=2)[C:9]2[CH:10]=[CH:11][CH:12]=[CH:13][C:8]=2[N:7]=1)[CH:16]1[C:25]2[N:24]=[CH:23][CH:22]=[CH:21][C:20]=2[CH2:19][CH2:18][CH2:17]1. The yield is 0.290. (2) The reactants are [CH3:1][O:2][C:3]1[CH:8]=[C:7]([CH:9]2[CH2:14][CH2:13][NH:12][CH2:11][CH2:10]2)[CH:6]=[CH:5][C:4]=1[NH:15][C:16]1[N:21]=[C:20]([CH2:22][CH2:23][C:24]2[CH:29]=[CH:28][CH:27]=[CH:26][C:25]=2[CH2:30][C:31]([NH2:33])=[O:32])[C:19]([C:34]([F:37])([F:36])[F:35])=[CH:18][N:17]=1.C=O.[C:40](O[BH-](OC(=O)C)OC(=O)C)(=O)C.[Na+]. The catalyst is CO. The product is [CH3:1][O:2][C:3]1[CH:8]=[C:7]([CH:9]2[CH2:14][CH2:13][N:12]([CH3:40])[CH2:11][CH2:10]2)[CH:6]=[CH:5][C:4]=1[NH:15][C:16]1[N:21]=[C:20]([CH2:22][CH2:23][C:24]2[CH:29]=[CH:28][CH:27]=[CH:26][C:25]=2[CH2:30][C:31]([NH2:33])=[O:32])[C:19]([C:34]([F:35])([F:36])[F:37])=[CH:18][N:17]=1. The yield is 0.950. (3) The reactants are C1CCN2C(=NCCC2)CC1.I[CH:13]([CH3:15])[CH3:14].[OH:16][C@@H:17]([CH2:37][CH2:38][CH2:39][CH2:40][CH3:41])[CH2:18][CH2:19][C@@H:20]([O:29][CH2:30][CH:31]1[CH2:35][CH2:34][C:33](=[O:36])[NH:32]1)[C:21]1[S:25][C:24]([C:26]([OH:28])=[O:27])=[CH:23][CH:22]=1. The catalyst is CC(C)=O. The product is [CH:13]([O:28][C:26]([C:24]1[S:25][C:21]([C@H:20]([O:29][CH2:30][CH:31]2[CH2:35][CH2:34][C:33](=[O:36])[NH:32]2)[CH2:19][CH2:18][C@@H:17]([OH:16])[CH2:37][CH2:38][CH2:39][CH2:40][CH3:41])=[CH:22][CH:23]=1)=[O:27])([CH3:15])[CH3:14]. The yield is 0.850. (4) The reactants are Cl[C:2]1[N:11]=[CH:10][C:9]2[C:4](=[C:5]([O:12][C:13]3[CH:14]=[N:15][C:16]([F:19])=[CH:17][CH:18]=3)[CH:6]=[CH:7][CH:8]=2)[N:3]=1.BrC1N=CC2C(=C(OC3C=NC(F)=CC=3)C=CC=2)N=1.[S:39]([NH2:49])(=[O:48])([C:41]1[CH:46]=[CH:45][C:44]([NH2:47])=[CH:43][CH:42]=1)=[O:40]. The catalyst is CC(O)C. The product is [F:19][C:16]1[N:15]=[CH:14][C:13]([O:12][C:5]2[CH:6]=[CH:7][CH:8]=[C:9]3[C:4]=2[N:3]=[C:2]([NH:47][C:44]2[CH:45]=[CH:46][C:41]([S:39]([NH2:49])(=[O:40])=[O:48])=[CH:42][CH:43]=2)[N:11]=[CH:10]3)=[CH:18][CH:17]=1. The yield is 0.610. (5) The reactants are [NH2:1][C:2]1[CH:3]=[C:4]([CH:19]=[CH:20][CH:21]=1)[O:5][C:6]1[C:15]2[C:10](=[CH:11][C:12]([OH:18])=[C:13]([O:16][CH3:17])[CH:14]=2)[N:9]=[CH:8][N:7]=1.[F:22][C:23]([F:43])([F:42])[C:24]([C:27]1[O:31][N:30]=[C:29]([NH:32][C:33](=O)[O:34]C2C=CC=CC=2)[CH:28]=1)([CH3:26])[CH3:25]. The catalyst is CN(C=O)C. The product is [OH:18][C:12]1[CH:11]=[C:10]2[C:15]([C:6]([O:5][C:4]3[CH:3]=[C:2]([NH:1][C:33]([NH:32][C:29]4[CH:28]=[C:27]([C:24]([CH3:26])([CH3:25])[C:23]([F:43])([F:42])[F:22])[O:31][N:30]=4)=[O:34])[CH:21]=[CH:20][CH:19]=3)=[N:7][CH:8]=[N:9]2)=[CH:14][C:13]=1[O:16][CH3:17]. The yield is 0.230. (6) The reactants are [CH3:1][C:2]1[CH:6]=[CH:5][S:4][C:3]=1[C@@H:7]1[C@@H:12]([C:13]([O:15]CC)=[O:14])[CH2:11][CH2:10][N:9]([C:18]([O:20][C:21]([CH3:24])([CH3:23])[CH3:22])=[O:19])[CH2:8]1.[OH-].[Na+].C(O)(=O)CC(CC(O)=O)(C(O)=O)O. The catalyst is CCO. The product is [C:21]([O:20][C:18]([N:9]1[CH2:10][CH2:11][C@H:12]([C:13]([OH:15])=[O:14])[C@@H:7]([C:3]2[S:4][CH:5]=[CH:6][C:2]=2[CH3:1])[CH2:8]1)=[O:19])([CH3:24])([CH3:23])[CH3:22]. The yield is 0.690. (7) The reactants are [N+:1]([C:4]1[CH:5]=[N:6][CH:7]=[CH:8][C:9]=1[C:10]1[CH2:15][CH2:14][C:13](=[O:16])[CH2:12][CH:11]=1)([O-:3])=[O:2].[BH4-].[Na+]. The catalyst is CO. The product is [N+:1]([C:4]1[CH:5]=[N:6][CH:7]=[CH:8][C:9]=1[C:10]1[CH2:15][CH2:14][CH:13]([OH:16])[CH2:12][CH:11]=1)([O-:3])=[O:2]. The yield is 0.850. (8) The reactants are [CH3:1][N:2]1[C:6](=O)[O:5][C:4]([C:8]2[CH:12]=[C:11]([C:13]([F:16])([F:15])[F:14])[N:10]([C:17]3[CH:24]=[CH:23]C(C#N)=[CH:19][N:18]=3)[N:9]=2)=[N:3]1.CS(O)(=O)=O.[C:30]([O:33]CC)(=[O:32])[CH3:31].[OH2:36]. No catalyst specified. The product is [CH3:1][N:2]1[C:6](=[O:5])[O:36][C:4]([C:8]2[CH:12]=[C:11]([C:13]([F:14])([F:15])[F:16])[N:10]([C:17]3[CH:24]=[CH:23][C:31]([C:30]([OH:33])=[O:32])=[CH:19][N:18]=3)[N:9]=2)=[N:3]1. The yield is 0.600. (9) The reactants are [CH3:1][O:2][C:3]1[CH:8]=[CH:7][CH:6]=[CH:5][C:4]=1[C:9]1[N:17]2[C:12]([S:13][CH2:14][C:15]([C:18]3[CH:23]=[CH:22][C:21]([CH3:24])=[CH:20][CH:19]=3)=[N:16]2)=[N:11][N:10]=1.O1CCOCC1.[BH4-].[Na+]. The catalyst is O. The product is [CH3:1][O:2][C:3]1[CH:8]=[CH:7][CH:6]=[CH:5][C:4]=1[C:9]1[N:17]2[C:12]([S:13][CH2:14][CH:15]([C:18]3[CH:19]=[CH:20][C:21]([CH3:24])=[CH:22][CH:23]=3)[NH:16]2)=[N:11][N:10]=1. The yield is 0.620. (10) The reactants are [N+:1]([C:4]1[CH:9]=[CH:8][CH:7]=[CH:6][C:5]=1[CH2:10][S:11](Cl)(=[O:13])=[O:12])([O-:3])=[O:2].[CH3:15][NH:16][CH3:17]. The catalyst is O1CCOCC1. The product is [N+:1]([C:4]1[CH:9]=[CH:8][CH:7]=[CH:6][C:5]=1[CH2:10][S:11]([N:16]([CH3:17])[CH3:15])(=[O:13])=[O:12])([O-:3])=[O:2]. The yield is 0.850.